This data is from Forward reaction prediction with 1.9M reactions from USPTO patents (1976-2016). The task is: Predict the product of the given reaction. (1) Given the reactants Cl[C:2]1[CH:7]=[C:6]([O:8][C:9]2[CH:10]=[N:11][C:12]([N+:15]([O-:17])=[O:16])=[CH:13][CH:14]=2)[CH:5]=[CH:4][N:3]=1.[CH2:18]([N:25]1[CH2:30][CH2:29][N:28]([C:31]([NH2:33])=[O:32])[CH2:27][CH2:26]1)[C:19]1[CH:24]=[CH:23][CH:22]=[CH:21][CH:20]=1.C(=O)([O-])[O-].[Cs+].[Cs+], predict the reaction product. The product is: [CH2:18]([N:25]1[CH2:26][CH2:27][N:28]([C:31]([NH:33][C:2]2[CH:7]=[C:6]([O:8][C:9]3[CH:10]=[N:11][C:12]([N+:15]([O-:17])=[O:16])=[CH:13][CH:14]=3)[CH:5]=[CH:4][N:3]=2)=[O:32])[CH2:29][CH2:30]1)[C:19]1[CH:24]=[CH:23][CH:22]=[CH:21][CH:20]=1. (2) Given the reactants Cl[CH:2]([O:4][C:5](=[O:31])[N:6]([C:15]1[CH:20]=[CH:19][C:18]([C:21](=[O:29])[C:22]2[CH:27]=[CH:26][CH:25]=[CH:24][C:23]=2[CH3:28])=[C:17]([Cl:30])[CH:16]=1)[C:7]1[CH:12]=[CH:11][C:10]([F:13])=[CH:9][C:8]=1[CH3:14])[CH3:3].[C:32]([O-:36])(=[O:35])[CH:33]=[CH2:34].C([N+](CCCC)(CCCC)CCCC)CCC, predict the reaction product. The product is: [Cl:30][C:17]1[CH:16]=[C:15]([N:6]([C:7]2[CH:12]=[CH:11][C:10]([F:13])=[CH:9][C:8]=2[CH3:14])[C:5]([O:4][CH:2]([O:36][C:32](=[O:35])[CH:33]=[CH2:34])[CH3:3])=[O:31])[CH:20]=[CH:19][C:18]=1[C:21](=[O:29])[C:22]1[CH:27]=[CH:26][CH:25]=[CH:24][C:23]=1[CH3:28]. (3) The product is: [Cl:33][C:22]1[CH:21]=[C:20]([NH:19][C:11]2[C:10]3[C:15](=[CH:16][C:7](/[CH:49]=[CH:48]/[CH2:47][CH2:46][CH2:45][N:42]4[CH2:43][CH2:44][N:39]([CH3:38])[CH2:40][CH2:41]4)=[C:8]([O:34][CH3:35])[CH:9]=3)[N:14]=[CH:13][C:12]=2[C:17]#[N:18])[CH:25]=[CH:24][C:23]=1[S:26][C:27]1[N:28]([CH3:32])[CH:29]=[CH:30][N:31]=1. Given the reactants FC(F)(F)S(O[C:7]1[CH:16]=[C:15]2[C:10]([C:11]([NH:19][C:20]3[CH:25]=[CH:24][C:23]([S:26][C:27]4[N:28]([CH3:32])[CH:29]=[CH:30][N:31]=4)=[C:22]([Cl:33])[CH:21]=3)=[C:12]([C:17]#[N:18])[CH:13]=[N:14]2)=[CH:9][C:8]=1[O:34][CH3:35])(=O)=O.[CH3:38][N:39]1[CH2:44][CH2:43][N:42]([CH2:45][CH2:46][CH2:47]/[CH:48]=[CH:49]/[Sn](CCCC)(CCCC)CCCC)[CH2:41][CH2:40]1, predict the reaction product. (4) Given the reactants [CH2:1]([O:8][C:9]([N:11]1[CH2:15][CH:14]([O:16][CH2:17][C:18]2[CH:23]=[CH:22][CH:21]=[CH:20][CH:19]=2)[CH:13]2[O:24][CH2:25]C(=O)[CH:12]12)=[O:10])[C:2]1[CH:7]=[CH:6][CH:5]=[CH:4][CH:3]=1.[CH:28]([O:33][CH3:34])([O:31][CH3:32])OC.CC1C=CC(S(O)(=O)=O)=CC=1, predict the reaction product. The product is: [CH2:1]([O:8][C:9]([N:11]1[CH2:15][CH:14]([O:16][CH2:17][C:18]2[CH:19]=[CH:20][CH:21]=[CH:22][CH:23]=2)[CH:13]2[O:24][CH2:25][C:28]([O:31][CH3:32])([O:33][CH3:34])[CH:12]12)=[O:10])[C:2]1[CH:7]=[CH:6][CH:5]=[CH:4][CH:3]=1.